Dataset: Reaction yield outcomes from USPTO patents with 853,638 reactions. Task: Predict the reaction yield, written as a fraction of the theoretical maximum amount of product (1.0 means a 100% yield; for example, 0.34 means a 34% yield). (1) The reactants are [Br:1][C:2]1[CH:7]=[CH:6][C:5]([N:8]=[C:9]=[S:10])=[CH:4][C:3]=1[O:11][CH3:12].[NH3:13]. The catalyst is CO. The product is [Br:1][C:2]1[CH:7]=[CH:6][C:5]([NH:8][C:9]([NH2:13])=[S:10])=[CH:4][C:3]=1[O:11][CH3:12]. The yield is 1.00. (2) The reactants are C[O:2][C:3]1[CH:20]=[CH:19][C:6]([NH:7][C:8]2[CH:18]=[CH:17][C:11]3[NH:12][C:13](=[O:16])[CH2:14][O:15][C:10]=3[CH:9]=2)=[CH:5][CH:4]=1.B(Br)(Br)Br. The catalyst is C(Cl)Cl. The product is [OH:2][C:3]1[CH:20]=[CH:19][C:6]([NH:7][C:8]2[CH:18]=[CH:17][C:11]3[NH:12][C:13](=[O:16])[CH2:14][O:15][C:10]=3[CH:9]=2)=[CH:5][CH:4]=1. The yield is 0.940. (3) The reactants are [C:1]([N:8]1[CH2:13][CH2:12][NH:11][CH2:10][CH2:9]1)(OC(C)(C)C)=O.[Br:14][C:15]1[CH:16]=[C:17]2[C:21](=[CH:22][CH:23]=1)C(=O)[CH2:19][CH2:18]2.C([BH3-])#N.[Na+].CO. The catalyst is C1COCC1.C(OCC)(=O)C.CC(C)[O-].[Ti+4].CC(C)[O-].CC(C)[O-].CC(C)[O-]. The product is [Br:14][C:15]1[CH:16]=[C:17]2[C:21](=[CH:22][CH:23]=1)[CH:1]([N:8]1[CH2:9][CH2:10][NH:11][CH2:12][CH2:13]1)[CH2:19][CH2:18]2. The yield is 0.810. (4) The reactants are [Cl-].O[NH3+:3].[C:4](=[O:7])([O-])[OH:5].[Na+].CS(C)=O.[CH2:13]([C:17]1[N:18]=[C:19]([CH2:44][O:45][CH3:46])[N:20]([CH2:39][C:40]([CH3:43])([CH3:42])[CH3:41])[C:21](=[O:38])[C:22]=1[CH2:23][C:24]1[CH:29]=[CH:28][C:27]([C:30]2[C:31]([C:36]#[N:37])=[CH:32][CH:33]=[CH:34][CH:35]=2)=[CH:26][CH:25]=1)[CH2:14][CH2:15][CH3:16]. The catalyst is C(OCC)(=O)C. The product is [CH2:13]([C:17]1[N:18]=[C:19]([CH2:44][O:45][CH3:46])[N:20]([CH2:39][C:40]([CH3:41])([CH3:43])[CH3:42])[C:21](=[O:38])[C:22]=1[CH2:23][C:24]1[CH:29]=[CH:28][C:27]([C:30]2[CH:35]=[CH:34][CH:33]=[CH:32][C:31]=2[C:36]2[NH:3][C:4](=[O:7])[O:5][N:37]=2)=[CH:26][CH:25]=1)[CH2:14][CH2:15][CH3:16]. The yield is 0.390. (5) The reactants are [NH2:1][C:2]1[CH:11]=[CH:10][C:5]([C:6]([O:8][CH3:9])=[O:7])=[CH:4][CH:3]=1.[C:12]([N:19]1[CH2:24][CH2:23][C:22](=O)[CH2:21][CH2:20]1)([O:14][C:15]([CH3:18])([CH3:17])[CH3:16])=[O:13]. No catalyst specified. The product is [C:15]([O:14][C:12]([N:19]1[CH2:24][CH2:23][CH:22]([NH:1][C:2]2[CH:3]=[CH:4][C:5]([C:6]([O:8][CH3:9])=[O:7])=[CH:10][CH:11]=2)[CH2:21][CH2:20]1)=[O:13])([CH3:18])([CH3:16])[CH3:17]. The yield is 0.770.